Predict the reaction yield, written as a fraction of the theoretical maximum amount of product (1.0 means a 100% yield; for example, 0.34 means a 34% yield). From a dataset of Reaction yield outcomes from USPTO patents with 853,638 reactions. (1) The reactants are [C:1]([N:4]1[CH2:9][CH2:8][C:7]2[N:10]([C@H:27]3[CH2:31][CH2:30][O:29][CH2:28]3)[N:11]=[C:12]([N:13]3[C:22]4[C:17](=[CH:18][C:19](Br)=[C:20]([C:23]#[N:24])[CH:21]=4)[CH2:16][CH:15]([CH3:26])[CH2:14]3)[C:6]=2[CH2:5]1)(=[O:3])[CH3:2].[CH3:32][N:33]1[CH:37]=[C:36](B2OC(C)(C)C(C)(C)O2)[CH:35]=[N:34]1.C([O-])([O-])=O.[Na+].[Na+].C1(P(C2CCCCC2)C2C=CC=CC=2C2C(C(C)C)=CC(C(C)C)=CC=2C(C)C)CCCCC1. The catalyst is C1COCC1.O.CC(C1C=C(C(C)C)C(C2C=CC=C(P(C3CCCCC3)C3CCCCC3)C=2)=C(C(C)C)C=1)C.C1C=[C-]C(C2C(N)=CC=CC=2)=CC=1.Cl[Pd+]. The product is [C:1]([N:4]1[CH2:9][CH2:8][C:7]2[N:10]([C@H:27]3[CH2:31][CH2:30][O:29][CH2:28]3)[N:11]=[C:12]([N:13]3[C:22]4[C:17](=[CH:18][C:19]([C:36]5[CH:35]=[N:34][N:33]([CH3:32])[CH:37]=5)=[C:20]([C:23]#[N:24])[CH:21]=4)[CH2:16][CH:15]([CH3:26])[CH2:14]3)[C:6]=2[CH2:5]1)(=[O:3])[CH3:2]. The yield is 0.370. (2) The reactants are [CH3:1][C:2]1[CH:11]=[C:10]([OH:12])[C:9]2[C:4](=[CH:5][CH:6]=[CH:7][CH:8]=2)[N:3]=1.Cl[C:14]1[C:23]2[C:18](=[CH:19][C:20]([O:26][CH3:27])=[C:21]([O:24][CH3:25])[CH:22]=2)[N:17]=[CH:16][CH:15]=1.O. The catalyst is CN(C)C1C=CN=CC=1.ClC1C=CC=CC=1Cl. The product is [CH3:25][O:24][C:21]1[CH:22]=[C:23]2[C:18](=[CH:19][C:20]=1[O:26][CH3:27])[N:17]=[CH:16][CH:15]=[C:14]2[O:12][C:10]1[C:9]2[C:4](=[CH:5][CH:6]=[CH:7][CH:8]=2)[N:3]=[C:2]([CH3:1])[CH:11]=1. The yield is 0.0200.